The task is: Predict the product of the given reaction.. This data is from Forward reaction prediction with 1.9M reactions from USPTO patents (1976-2016). (1) Given the reactants [CH3:1][O:2][C:3](=[O:10])[C@H:4]([CH2:6][CH:7]([CH3:9])[CH3:8])[NH2:5].ClCCl.Cl[CH2:15]/[CH:16]=[CH:17]\[CH2:18]Cl, predict the reaction product. The product is: [CH3:8][CH:7]([CH3:9])[CH2:6][C@H:4]([N:5]1[CH2:18][CH:17]=[CH:16][CH2:15]1)[C:3]([O:2][CH3:1])=[O:10]. (2) Given the reactants [CH2:1]([O:3][C:4]1[CH:5]=[C:6]([C:10]([C:15]2[NH:23][C:18]3=[N:19][CH:20]=[CH:21][CH:22]=[C:17]3[CH:16]=2)=[CH:11][CH:12]([CH3:14])[CH3:13])[CH:7]=[CH:8][CH:9]=1)[CH3:2].[H][H], predict the reaction product. The product is: [CH2:1]([O:3][C:4]1[CH:5]=[C:6]([CH:10]([C:15]2[NH:23][C:18]3=[N:19][CH:20]=[CH:21][CH:22]=[C:17]3[CH:16]=2)[CH2:11][CH:12]([CH3:14])[CH3:13])[CH:7]=[CH:8][CH:9]=1)[CH3:2]. (3) Given the reactants [BH4-].[Na+].[Cl:3][C:4]1[CH:9]=[CH:8][C:7]([NH:10][C:11]([C:13]2([C:28]#[N:29])[CH2:18][CH2:17][N:16]([C:19]3[C:20]4[CH:27]=[CH:26][NH:25][C:21]=4[N:22]=[CH:23][N:24]=3)[CH2:15][CH2:14]2)=[O:12])=[CH:6][CH:5]=1, predict the reaction product. The product is: [Cl:3][C:4]1[CH:9]=[CH:8][C:7]([NH:10][C:11]([C:13]2([CH2:28][NH2:29])[CH2:18][CH2:17][N:16]([C:19]3[C:20]4[CH:27]=[CH:26][NH:25][C:21]=4[N:22]=[CH:23][N:24]=3)[CH2:15][CH2:14]2)=[O:12])=[CH:6][CH:5]=1.